From a dataset of Forward reaction prediction with 1.9M reactions from USPTO patents (1976-2016). Predict the product of the given reaction. (1) Given the reactants F[C:2]1[CH:7]=[CH:6][C:5]([N+:8]([O-:10])=[O:9])=[CH:4][CH:3]=1.[CH2:11]1[C@H:16]2[CH2:17][NH:18][CH2:19][CH2:20][N:15]2[CH2:14][CH2:13][O:12]1.O, predict the reaction product. The product is: [N+:8]([C:5]1[CH:6]=[CH:7][C:2]([N:18]2[CH2:19][CH2:20][N:15]3[C@@H:16]([CH2:11][O:12][CH2:13][CH2:14]3)[CH2:17]2)=[CH:3][CH:4]=1)([O-:10])=[O:9]. (2) Given the reactants [OH-].[Na+].[OH:3][CH:4]1[CH2:9][CH2:8][N:7]([C:10]2[CH:19]=[C:18]([C:20]([NH:22][C:23]3[C:24]([CH3:34])=[C:25]([CH:30]=[CH:31][C:32]=3[CH3:33])[C:26]([O:28]C)=[O:27])=[O:21])[C:17]3[C:12](=[CH:13][CH:14]=[CH:15][CH:16]=3)[N:11]=2)[CH2:6][CH2:5]1.CO, predict the reaction product. The product is: [OH:3][CH:4]1[CH2:9][CH2:8][N:7]([C:10]2[CH:19]=[C:18]([C:20]([NH:22][C:23]3[C:24]([CH3:34])=[C:25]([CH:30]=[CH:31][C:32]=3[CH3:33])[C:26]([OH:28])=[O:27])=[O:21])[C:17]3[C:12](=[CH:13][CH:14]=[CH:15][CH:16]=3)[N:11]=2)[CH2:6][CH2:5]1.